Dataset: Full USPTO retrosynthesis dataset with 1.9M reactions from patents (1976-2016). Task: Predict the reactants needed to synthesize the given product. (1) The reactants are: [NH2:1][C:2]1[C:11]([SH:12])=[CH:10][C:5]([C:6]([O:8][CH3:9])=[O:7])=[C:4]([NH:13][C:14]2[CH:19]=[CH:18][CH:17]=[CH:16][C:15]=2[F:20])[C:3]=1[F:21].[CH3:22]C1C=CC(S(O)(=O)=O)=CC=1.O. Given the product [F:21][C:3]1[C:2]2[N:1]=[CH:22][S:12][C:11]=2[CH:10]=[C:5]([C:6]([O:8][CH3:9])=[O:7])[C:4]=1[NH:13][C:14]1[CH:19]=[CH:18][CH:17]=[CH:16][C:15]=1[F:20], predict the reactants needed to synthesize it. (2) The reactants are: Br[C:2]1[C:10]2[C:5](=[CH:6][CH:7]=[C:8]([CH:11]3[C:16]([C:17]#[N:18])=[C:15]([CH3:19])[NH:14][C:13]4[CH2:20][O:21][C:22](=[O:23])[C:12]3=4)[CH:9]=2)[NH:4][N:3]=1.[CH3:24][CH:25]([O:27][C:28]1[N:33]=[CH:32][C:31](B(O)O)=[CH:30][CH:29]=1)[CH3:26].C(=O)(O)[O-].[Na+]. Given the product [CH3:19][C:15]1[NH:14][C:13]2[CH2:20][O:21][C:22](=[O:23])[C:12]=2[CH:11]([C:8]2[CH:9]=[C:10]3[C:5](=[CH:6][CH:7]=2)[NH:4][N:3]=[C:2]3[C:31]2[CH:32]=[N:33][C:28]([O:27][CH:25]([CH3:26])[CH3:24])=[CH:29][CH:30]=2)[C:16]=1[C:17]#[N:18], predict the reactants needed to synthesize it.